Dataset: Forward reaction prediction with 1.9M reactions from USPTO patents (1976-2016). Task: Predict the product of the given reaction. (1) Given the reactants I[C:2]1[CH:9]=[CH:8][C:5]([C:6]#[N:7])=[CH:4][CH:3]=1.CC([Mg]Cl)C.[O:15]=[C:16]1[CH2:19][O:18][CH2:17]1.[NH4+].[Cl-], predict the reaction product. The product is: [OH:15][C:16]1([C:2]2[CH:9]=[CH:8][C:5]([C:6]#[N:7])=[CH:4][CH:3]=2)[CH2:19][O:18][CH2:17]1. (2) Given the reactants [Br:1][C:2]1[CH:3]=[C:4]([OH:12])[C:5]2[N:6]=[CH:7][CH:8]=[N:9][C:10]=2[CH:11]=1.N1C=CN=C1.[Si:18](Cl)([C:21]([CH3:24])([CH3:23])[CH3:22])([CH3:20])[CH3:19], predict the reaction product. The product is: [Br:1][C:2]1[CH:11]=[C:10]2[C:5]([N:6]=[CH:7][CH:8]=[N:9]2)=[C:4]([O:12][Si:18]([C:21]([CH3:24])([CH3:23])[CH3:22])([CH3:20])[CH3:19])[CH:3]=1. (3) The product is: [CH3:11][O:10][C:9]1[CH:8]=[C:7]2[C:5](=[CH:4][C:3]=1[O:2][CH3:1])[N:6]=[CH:12][CH:13]=[C:15]2[CH3:16]. Given the reactants [CH3:1][O:2][C:3]1[CH:4]=[C:5]([CH:7]=[CH:8][C:9]=1[O:10][CH3:11])[NH2:6].[CH3:12][C:13]([CH:15]=[CH2:16])=O, predict the reaction product. (4) Given the reactants COC1C=CC(C[N:8]2[C:12]3=[N:13][CH:14]=[CH:15][C:16]([O:17][C:18]4[CH:23]=[CH:22][C:21]([NH:24][C:25]([CH:27]5[CH2:31][CH2:30][NH:29][C:28]5=[O:32])=[O:26])=[CH:20][C:19]=4[F:33])=[C:11]3[C:10]([CH3:34])=[N:9]2)=CC=1.FC(F)(F)C(O)=O, predict the reaction product. The product is: [F:33][C:19]1[CH:20]=[C:21]([NH:24][C:25]([CH:27]2[CH2:31][CH2:30][NH:29][C:28]2=[O:32])=[O:26])[CH:22]=[CH:23][C:18]=1[O:17][C:16]1[CH:15]=[CH:14][N:13]=[C:12]2[NH:8][N:9]=[C:10]([CH3:34])[C:11]=12.